This data is from Catalyst prediction with 721,799 reactions and 888 catalyst types from USPTO. The task is: Predict which catalyst facilitates the given reaction. (1) Reactant: [CH2:1]([O:3][C:4](=[O:19])[CH:5]([NH:11][C:12]([O:14][C:15]([CH3:18])([CH3:17])[CH3:16])=[O:13])[C:6]([O:8][CH2:9][CH3:10])=[O:7])[CH3:2].CC(C)([O-])C.[Na+].[Br:26][C:27]1[CH:32]=[CH:31][C:30]([CH2:33][CH2:34]I)=[C:29]([Cl:36])[CH:28]=1.C(O)(=O)CC(CC(O)=O)(C(O)=O)O. Product: [Br:26][C:27]1[CH:32]=[CH:31][C:30]([CH2:33][CH2:34][C:5]([NH:11][C:12]([O:14][C:15]([CH3:17])([CH3:16])[CH3:18])=[O:13])([C:4]([O:3][CH2:1][CH3:2])=[O:19])[C:6]([O:8][CH2:9][CH3:10])=[O:7])=[C:29]([Cl:36])[CH:28]=1. The catalyst class is: 213. (2) Product: [CH3:1][N:2]([CH2:22][C:21]#[CH:20])[C@@H:3]([CH2:6][C:7]1[CH:12]=[CH:11][CH:10]=[CH:9][CH:8]=1)[CH2:4][OH:5]. The catalyst class is: 1. Reactant: [CH3:1][NH:2][C@@H:3]([CH2:6][C:7]1[CH:12]=[CH:11][CH:10]=[CH:9][CH:8]=1)[CH2:4][OH:5].C(=O)([O-])[O-].[K+].[K+].Br[CH2:20][C:21]#[CH:22].O. (3) Reactant: C[O:2][C:3](=[O:19])[CH:4]=[CH:5][C:6]1[CH:11]=[CH:10][C:9]([C:12]([F:15])([F:14])[F:13])=[CH:8][C:7]=1[O:16][CH2:17][CH3:18].[Li+].[OH-]. Product: [CH2:17]([O:16][C:7]1[CH:8]=[C:9]([C:12]([F:13])([F:15])[F:14])[CH:10]=[CH:11][C:6]=1[CH:5]=[CH:4][C:3]([OH:19])=[O:2])[CH3:18]. The catalyst class is: 36. (4) Reactant: [NH:1]1[C:5]2=[N:6][CH:7]=[CH:8][CH:9]=[C:4]2[C:3]([CH2:10][C:11]([OH:13])=[O:12])=[N:2]1.S(=O)(=O)(O)O.O.[C:20](=O)([O-])[O-].[K+].[K+]. Product: [NH:1]1[C:5]2=[N:6][CH:7]=[CH:8][CH:9]=[C:4]2[C:3]([CH2:10][C:11]([O:13][CH3:20])=[O:12])=[N:2]1. The catalyst class is: 5. (5) Reactant: [F:1][C:2]1[CH:7]=[C:6]([O:8]C)[C:5]([F:10])=[CH:4][C:3]=1[CH2:11][CH2:12][C:13]([O:15][CH2:16][CH3:17])=[O:14].B(Br)(Br)Br. Product: [F:1][C:2]1[CH:7]=[C:6]([OH:8])[C:5]([F:10])=[CH:4][C:3]=1[CH2:11][CH2:12][C:13]([O:15][CH2:16][CH3:17])=[O:14]. The catalyst class is: 4. (6) The catalyst class is: 75. Reactant: [CH3:1][O:2][C:3]1[N:8]=[CH:7][C:6](B(O)O)=[CH:5][CH:4]=1.I[C:13]1[C@@:17]2([CH3:32])[CH2:18][CH2:19][C@H:20]3[C@H:29]([C@@H:16]2[CH2:15][CH:14]=1)[CH2:28][CH:27]=[C:26]1[C@:21]3([CH3:31])[CH2:22][CH2:23][C:24](=[O:30])[NH:25]1. Product: [CH3:1][O:2][C:3]1[N:8]=[CH:7][C:6]([C:13]2[C@@:17]3([CH3:32])[CH2:18][CH2:19][C@H:20]4[C@H:29]([C@@H:16]3[CH2:15][CH:14]=2)[CH2:28][CH:27]=[C:26]2[C@:21]4([CH3:31])[CH2:22][CH2:23][C:24](=[O:30])[NH:25]2)=[CH:5][CH:4]=1. (7) Reactant: [NH2:1][C:2]1[CH:16]=[CH:15][C:5]([CH2:6][P:7](=[O:14])([O:11][CH2:12][CH3:13])[O:8][CH2:9][CH3:10])=[CH:4][CH:3]=1.C(N(CC)CC)C.[C:24](Cl)(=[O:28])[C:25]([CH3:27])=[CH2:26]. Product: [C:24]([NH:1][C:2]1[CH:3]=[CH:4][C:5]([CH2:6][P:7](=[O:14])([O:8][CH2:9][CH3:10])[O:11][CH2:12][CH3:13])=[CH:15][CH:16]=1)(=[O:28])[C:25]([CH3:27])=[CH2:26]. The catalyst class is: 11. (8) Reactant: [C:1]([N:4]1[CH2:9][CH2:8][C:7]2[N:10](C3CCOCC3)[N:11]=[C:12]([N:13]3[C:22]4[C:17](=[CH:18][C:19](Br)=[C:20]([C:23]#N)[CH:21]=4)CCC3)[C:6]=2[CH2:5]1)(=[O:3])[CH3:2].Br[CH2:33][CH:34]1[CH2:39][CH2:38][CH2:37][N:36]([C:40]([O:42][C:43]([CH3:46])([CH3:45])[CH3:44])=[O:41])[CH2:35]1.C([O-])([O-])=O.[Cs+].[Cs+]. Product: [C:1]([N:4]1[CH2:9][CH2:8][C:7]2[N:10]([CH2:33][CH:34]3[CH2:39][CH2:38][CH2:37][N:36]([C:40]([O:42][C:43]([CH3:46])([CH3:45])[CH3:44])=[O:41])[CH2:35]3)[N:11]=[C:12]([NH:13][C:22]3[CH:21]=[C:20]([CH3:23])[CH:19]=[CH:18][CH:17]=3)[C:6]=2[CH2:5]1)(=[O:3])[CH3:2]. The catalyst class is: 31. (9) Reactant: [CH3:1][O:2][C:3]1[CH:4]=[C:5]([C:9]2[CH:17]=[CH:16][CH:15]=[C:14]3[C:10]=2[CH2:11][C:12](=[O:18])[NH:13]3)[CH:6]=[CH:7][CH:8]=1.[CH3:19][C@H:20]1[NH:25][C@@H:24]([CH3:26])[CH2:23][N:22]([C:27]([C:29]2[C:30]([CH3:37])=[C:31]([CH:35]=O)[NH:32][C:33]=2[CH3:34])=[O:28])[CH2:21]1. Product: [CH3:19][C@H:20]1[NH:25][C@@H:24]([CH3:26])[CH2:23][N:22]([C:27]([C:29]2[C:30]([CH3:37])=[C:31]([CH:35]=[C:11]3[C:10]4[C:14](=[CH:15][CH:16]=[CH:17][C:9]=4[C:5]4[CH:6]=[CH:7][CH:8]=[C:3]([O:2][CH3:1])[CH:4]=4)[NH:13][C:12]3=[O:18])[NH:32][C:33]=2[CH3:34])=[O:28])[CH2:21]1. The catalyst class is: 360. (10) Reactant: [C:1]([CH2:3][C:4]([O:6][CH2:7][CH3:8])=[O:5])#[N:2].[C:9](OCC)(OCC)([O:11][CH2:12][CH3:13])[CH3:10]. Product: [CH2:9]([O:11][CH2:12][CH:13]=[C:3]([C:1]#[N:2])[C:4]([O:6][CH2:7][CH3:8])=[O:5])[CH3:10]. The catalyst class is: 52.